From a dataset of Forward reaction prediction with 1.9M reactions from USPTO patents (1976-2016). Predict the product of the given reaction. (1) Given the reactants [Cl:1][CH2:2][CH2:3][CH2:4][N:5]1[CH2:10][C:9]2[CH:11]=[CH:12][CH:13]=[CH:14][C:8]=2[N:7]([C:15]2[CH:20]=[CH:19][C:18]([F:21])=[CH:17][CH:16]=2)[S:6]1(=[O:23])=[O:22].[CH3:24][NH2:25].Cl, predict the reaction product. The product is: [ClH:1].[F:21][C:18]1[CH:19]=[CH:20][C:15]([N:7]2[C:8]3[CH:14]=[CH:13][CH:12]=[CH:11][C:9]=3[CH2:10][N:5]([CH2:4][CH2:3][CH2:2][NH:25][CH3:24])[S:6]2(=[O:23])=[O:22])=[CH:16][CH:17]=1. (2) Given the reactants [N+:1]([C:4]1[CH:5]=[CH:6][C:7]([C:10]2[CH2:11][CH2:12][C:13]3([CH2:24][CH:25]=2)[CH2:18][CH2:17][CH:16]([CH2:19][C:20]([O:22][CH3:23])=[O:21])[CH2:15][CH2:14]3)=[N:8][CH:9]=1)([O-])=O, predict the reaction product. The product is: [NH2:1][C:4]1[CH:5]=[CH:6][C:7]([CH:10]2[CH2:25][CH2:24][C:13]3([CH2:18][CH2:17][CH:16]([CH2:19][C:20]([O:22][CH3:23])=[O:21])[CH2:15][CH2:14]3)[CH2:12][CH2:11]2)=[N:8][CH:9]=1. (3) Given the reactants Br[C:2]1[CH:11]=[C:10]2[C:5]([CH:6]=[CH:7][N:8]=[C:9]2[O:12][C@H:13]2[CH2:17][N:16]([C:18]([O:20][C:21]([CH3:24])([CH3:23])[CH3:22])=[O:19])[C@H:15]([C:25]([OH:27])=[O:26])[CH2:14]2)=[CH:4][C:3]=1[O:28][CH3:29].[CH:30]([B-](F)(F)F)=[CH2:31].[K+].CCOC(C)=O.O, predict the reaction product. The product is: [C:21]([O:20][C:18]([N:16]1[CH2:17][C@H:13]([O:12][C:9]2[C:10]3[C:5](=[CH:4][C:3]([O:28][CH3:29])=[C:2]([CH:30]=[CH2:31])[CH:11]=3)[CH:6]=[CH:7][N:8]=2)[CH2:14][C@H:15]1[C:25]([OH:27])=[O:26])=[O:19])([CH3:22])([CH3:24])[CH3:23].